This data is from Full USPTO retrosynthesis dataset with 1.9M reactions from patents (1976-2016). The task is: Predict the reactants needed to synthesize the given product. Given the product [CH2:16]([O:15][C:13](=[O:14])[CH:18]=[CH:11][C:2]1[CH:3]=[CH:4][C:5]2[CH2:6][CH2:7][CH2:8][NH:9][C:10]=2[N:1]=1)[CH3:17], predict the reactants needed to synthesize it. The reactants are: [N:1]1[C:10]2[NH:9][CH2:8][CH2:7][CH2:6][C:5]=2[CH:4]=[CH:3][C:2]=1[CH:11]=O.[C:13]([CH:18]=P(C1C=CC=CC=1)(C1C=CC=CC=1)C1C=CC=CC=1)([O:15][CH2:16][CH3:17])=[O:14].